The task is: Regression. Given two drug SMILES strings and cell line genomic features, predict the synergy score measuring deviation from expected non-interaction effect.. This data is from NCI-60 drug combinations with 297,098 pairs across 59 cell lines. (1) Drug 1: C1CN1P(=S)(N2CC2)N3CC3. Drug 2: CC1C(C(CC(O1)OC2CC(OC(C2O)C)OC3=CC4=CC5=C(C(=O)C(C(C5)C(C(=O)C(C(C)O)O)OC)OC6CC(C(C(O6)C)O)OC7CC(C(C(O7)C)O)OC8CC(C(C(O8)C)O)(C)O)C(=C4C(=C3C)O)O)O)O. Cell line: SF-295. Synergy scores: CSS=45.3, Synergy_ZIP=-6.99, Synergy_Bliss=-2.68, Synergy_Loewe=-19.7, Synergy_HSA=-0.421. (2) Drug 2: CC(C)NC(=O)C1=CC=C(C=C1)CNNC.Cl. Drug 1: CCC1(CC2CC(C3=C(CCN(C2)C1)C4=CC=CC=C4N3)(C5=C(C=C6C(=C5)C78CCN9C7C(C=CC9)(C(C(C8N6C)(C(=O)OC)O)OC(=O)C)CC)OC)C(=O)OC)O.OS(=O)(=O)O. Cell line: UACC62. Synergy scores: CSS=10.4, Synergy_ZIP=-1.24, Synergy_Bliss=5.64, Synergy_Loewe=1.08, Synergy_HSA=4.43. (3) Drug 1: CC1=C(C(CCC1)(C)C)C=CC(=CC=CC(=CC(=O)O)C)C. Drug 2: C1=NNC2=C1C(=O)NC=N2. Cell line: HS 578T. Synergy scores: CSS=12.4, Synergy_ZIP=-5.50, Synergy_Bliss=-2.52, Synergy_Loewe=-6.67, Synergy_HSA=-4.05. (4) Drug 1: CNC(=O)C1=NC=CC(=C1)OC2=CC=C(C=C2)NC(=O)NC3=CC(=C(C=C3)Cl)C(F)(F)F. Drug 2: C1C(C(OC1N2C=NC(=NC2=O)N)CO)O. Cell line: UO-31. Synergy scores: CSS=-5.08, Synergy_ZIP=-1.59, Synergy_Bliss=-3.11, Synergy_Loewe=-10.3, Synergy_HSA=-7.97. (5) Drug 2: CC1=C(C=C(C=C1)NC(=O)C2=CC=C(C=C2)CN3CCN(CC3)C)NC4=NC=CC(=N4)C5=CN=CC=C5. Synergy scores: CSS=8.37, Synergy_ZIP=3.79, Synergy_Bliss=5.71, Synergy_Loewe=-0.903, Synergy_HSA=-0.320. Drug 1: CN(C)N=NC1=C(NC=N1)C(=O)N. Cell line: CAKI-1. (6) Drug 1: CN(C)N=NC1=C(NC=N1)C(=O)N. Drug 2: CCCCCOC(=O)NC1=NC(=O)N(C=C1F)C2C(C(C(O2)C)O)O. Cell line: HS 578T. Synergy scores: CSS=-0.389, Synergy_ZIP=0.334, Synergy_Bliss=2.67, Synergy_Loewe=-1.16, Synergy_HSA=0.308.